This data is from Catalyst prediction with 721,799 reactions and 888 catalyst types from USPTO. The task is: Predict which catalyst facilitates the given reaction. (1) Reactant: Cl[C:2]1[CH:11]=[CH:10][C:9]2[C:4](=[CH:5][CH:6]=[C:7]([F:12])[CH:8]=2)[N:3]=1.[NH:13]1[CH2:18][CH2:17][NH:16][CH2:15][CH2:14]1.[C:19](=O)(O)[O-:20].[Na+]. Product: [F:12][C:7]1[CH:8]=[C:9]2[C:4](=[CH:5][CH:6]=1)[N:3]=[C:2]([N:13]1[CH2:18][CH2:17][N:16]([CH:19]=[O:20])[CH2:15][CH2:14]1)[CH:11]=[CH:10]2. The catalyst class is: 9. (2) Reactant: [F:1][C:2]([F:13])([F:12])[CH:3]1[O:8][CH2:7][CH:6]([C:9]([OH:11])=O)[CH2:5][CH2:4]1.Cl.[CH3:15][NH:16][O:17][CH3:18].CCN=C=NCCCN(C)C.C1C=CC2N(O)N=NC=2C=1.CCN(C(C)C)C(C)C. Product: [CH3:18][O:17][N:16]([CH3:15])[C:9]([CH:6]1[CH2:5][CH2:4][CH:3]([C:2]([F:1])([F:13])[F:12])[O:8][CH2:7]1)=[O:11]. The catalyst class is: 34. (3) Reactant: [Br:1][C:2]1[CH:3]=[C:4]([CH3:9])[CH:5]=[C:6]([Br:8])[CH:7]=1.C1C(=O)N([Br:17])C(=O)C1.CC(N=NC(C#N)(C)C)(C#N)C.ClCCl. Product: [Br:1][C:2]1[CH:3]=[C:4]([CH2:9][Br:17])[CH:5]=[C:6]([Br:8])[CH:7]=1. The catalyst class is: 53. (4) Reactant: CC(C)([O-])C.[K+].[CH3:7][N:8]1[CH2:12][CH2:11][CH:10]([OH:13])[CH2:9]1.F[C:15]1[CH:20]=[CH:19][C:18]([N+:21]([O-:23])=[O:22])=[CH:17][CH:16]=1. Product: [CH3:7][N:8]1[CH2:12][CH2:11][CH:10]([O:13][C:15]2[CH:20]=[CH:19][C:18]([N+:21]([O-:23])=[O:22])=[CH:17][CH:16]=2)[CH2:9]1. The catalyst class is: 1. (5) Reactant: [OH:1][C:2]1[NH:7][C:6](=[O:8])[N:5]([CH2:9][C:10]2[CH:15]=[CH:14][CH:13]=[CH:12][CH:11]=2)[C:4](=[O:16])[C:3]=1[C:17]([NH:19][CH2:20][C:21]([O:23]CC)=[O:22])=[O:18].[N:26]([CH2:29][C:30](OCC)=O)=C=O.[C:35]1([CH2:41]N2C(=O)CC(=O)NC2=O)[CH:40]=C[CH:38]=[CH:37][CH:36]=1.C(N(C(C)C)C(C)C)C. Product: [C:29]([C:30]1[CH:40]=[C:35]([CH2:41][N:7]2[C:2]([OH:1])=[C:3]([C:17]([NH:19][CH2:20][C:21]([OH:23])=[O:22])=[O:18])[C:4](=[O:16])[N:5]([CH2:9][C:10]3[CH:15]=[CH:14][CH:13]=[CH:12][CH:11]=3)[C:6]2=[O:8])[CH:36]=[CH:37][CH:38]=1)#[N:26]. The catalyst class is: 4. (6) The catalyst class is: 2. Product: [Cl:1][C:2]1[CH:15]=[CH:14][C:5]([CH2:6][NH:7][S:8]([C:10]([CH3:11])([CH3:13])[CH3:12])(=[O:43])=[O:9])=[CH:4][C:3]=1[NH:16][C:17]1[N:21]([CH3:22])[C:20]2[CH:23]=[C:24]([N:28]3[CH2:29][CH2:30][CH:31]([C:34]([F:36])([F:35])[F:37])[CH2:32][CH2:33]3)[C:25]([Cl:27])=[CH:26][C:19]=2[N:18]=1. Reactant: [Cl:1][C:2]1[CH:15]=[CH:14][C:5]([CH2:6][NH:7][S:8]([C:10]([CH3:13])([CH3:12])[CH3:11])=[O:9])=[CH:4][C:3]=1[NH:16][C:17]1[N:21]([CH3:22])[C:20]2[CH:23]=[C:24]([N:28]3[CH2:33][CH2:32][CH:31]([C:34]([F:37])([F:36])[F:35])[CH2:30][CH2:29]3)[C:25]([Cl:27])=[CH:26][C:19]=2[N:18]=1.ClC1C=C(C=CC=1)C(OO)=[O:43]. (7) Reactant: [CH3:1][C:2]1[CH2:3][C:4](=[O:13])[N:5]([C:7]2[CH:12]=[CH:11][CH:10]=[CH:9][N:8]=2)[N:6]=1.[CH3:14][N:15]([CH3:24])[C:16]1[CH:23]=[CH:22][C:19]([CH:20]=O)=[CH:18][CH:17]=1.N1CCCCC1. Product: [CH3:14][N:15]([CH3:24])[C:16]1[CH:23]=[CH:22][C:19](/[CH:20]=[C:3]2/[C:4](=[O:13])[N:5]([C:7]3[CH:12]=[CH:11][CH:10]=[CH:9][N:8]=3)[N:6]=[C:2]/2[CH3:1])=[CH:18][CH:17]=1. The catalyst class is: 40. (8) Reactant: [NH2:1][C:2]1[C:7]([N+:8]([O-:10])=[O:9])=[CH:6][CH:5]=[CH:4][C:3]=1[OH:11].C(=O)([O-])[O-].[K+].[K+].[I-].[Na+].[CH2:20](Cl)[C:21]1[CH:26]=[CH:25][CH:24]=[CH:23][CH:22]=1.[Br:28]N1C(=O)CCC1=O. Product: [CH2:20]([O:11][C:3]1[CH:4]=[C:5]([Br:28])[CH:6]=[C:7]([N+:8]([O-:10])=[O:9])[C:2]=1[NH2:1])[C:21]1[CH:26]=[CH:25][CH:24]=[CH:23][CH:22]=1. The catalyst class is: 8. (9) Reactant: Br[CH2:2][C:3]([O:5][CH3:6])=[O:4].[C:7]1([C@H:13]([NH:15][CH2:16][CH2:17][CH:18]=[CH2:19])[CH3:14])[CH:12]=[CH:11][CH:10]=[CH:9][CH:8]=1.C(N(C(C)C)C(C)C)C. Product: [CH2:16]([N:15]([C@@H:13]([C:7]1[CH:8]=[CH:9][CH:10]=[CH:11][CH:12]=1)[CH3:14])[CH2:2][C:3]([O:5][CH3:6])=[O:4])[CH2:17][CH:18]=[CH2:19]. The catalyst class is: 16.